Dataset: Reaction yield outcomes from USPTO patents with 853,638 reactions. Task: Predict the reaction yield, written as a fraction of the theoretical maximum amount of product (1.0 means a 100% yield; for example, 0.34 means a 34% yield). (1) The reactants are [C:1]1([NH:7][C:8](=[O:13])[CH:9]=[C:10]([CH3:12])[CH3:11])[CH:6]=[CH:5][CH:4]=[CH:3][CH:2]=1.[Al+3].[Cl-].[Cl-].[Cl-].Cl. The catalyst is C(Cl)Cl. The product is [CH3:12][C:10]1([CH3:11])[C:6]2[C:1](=[CH:2][CH:3]=[CH:4][CH:5]=2)[NH:7][C:8](=[O:13])[CH2:9]1. The yield is 1.00. (2) The reactants are C1C=CC(P(C2C(C3C(P(C4C=CC=CC=4)C4C=CC=CC=4)=CC=C4C=3C=CC=C4)=C3C(C=CC=C3)=CC=2)C2C=CC=CC=2)=CC=1.C(=O)([O-])[O-].[Cs+].[Cs+].[F:53][C:54]1[CH:55]=[C:56]([CH:60]([NH2:62])[CH3:61])[CH:57]=[CH:58][CH:59]=1.[Cl:63][C:64]1[CH:80]=[CH:79][C:67]2[CH2:68][CH2:69][N:70]([C:73](=[O:78])[C:74]([F:77])([F:76])[F:75])[CH2:71][CH2:72][C:66]=2[C:65]=1OS(C(F)(F)F)(=O)=O. The catalyst is C1(C)C=CC=CC=1.CCOC(C)=O.C([O-])(=O)C.[Pd+2].C([O-])(=O)C. The product is [Cl:63][C:64]1[CH:80]=[CH:79][C:67]2[CH2:68][CH2:69][N:70]([C:73](=[O:78])[C:74]([F:75])([F:77])[F:76])[CH2:71][CH2:72][C:66]=2[C:65]=1[NH:62][CH:60]([C:56]1[CH:57]=[CH:58][CH:59]=[C:54]([F:53])[CH:55]=1)[CH3:61]. The yield is 0.560. (3) The reactants are [Br:1][C:2]1[CH:3]=[C:4]([N+:12]([O-:14])=[O:13])[C:5]([CH3:11])=[C:6]([N+:8]([O-])=O)[CH:7]=1.CCO.N1C=CC=CC=1.[NH4+]=S. The catalyst is O. The product is [Br:1][C:2]1[CH:3]=[C:4]([N+:12]([O-:14])=[O:13])[C:5]([CH3:11])=[C:6]([NH2:8])[CH:7]=1. The yield is 0.830. (4) The reactants are CC1C=CC(S([N:11]2[C:15]3=[N:16][CH:17]=[CH:18][C:19](B4OC(C)(C)C(C)(C)O4)=[C:14]3[CH:13]=[C:12]2[C:29]2[CH2:30][CH2:31][CH2:32][N:33]([C:35]([O:37][C:38]([CH3:41])([CH3:40])[CH3:39])=[O:36])[CH:34]=2)(=O)=O)=CC=1.[O-]P([O-])([O-])=O.[K+].[K+].[K+].Br[C:51]1[S:55][C:54]([S:56]([NH:59][CH2:60][CH2:61][OH:62])(=[O:58])=[O:57])=[CH:53][CH:52]=1.[OH-].[Na+]. The catalyst is O1CCOCC1.O.C1COCC1.CO. The product is [OH:62][CH2:61][CH2:60][NH:59][S:56]([C:54]1[S:55][C:51]([C:19]2[CH:18]=[CH:17][N:16]=[C:15]3[NH:11][C:12]([C:29]4[CH2:30][CH2:31][CH2:32][N:33]([C:35]([O:37][C:38]([CH3:41])([CH3:40])[CH3:39])=[O:36])[CH:34]=4)=[CH:13][C:14]=23)=[CH:52][CH:53]=1)(=[O:58])=[O:57]. The yield is 0.200. (5) The reactants are CC(OI1(OC(C)=O)(OC(C)=O)OC(=O)C2C=CC=CC1=2)=O.[Br:23][C:24]1[CH:29]=[CH:28][C:27]([NH:30][C:31]2[C:39]([CH:40]([OH:46])[CH2:41][O:42][CH2:43][O:44][CH3:45])=[C:38]3[N:34]([CH2:35][CH2:36][CH2:37]3)[C:33](=[O:47])[C:32]=2[F:48])=[C:26]([F:49])[CH:25]=1.C([O-])(O)=O.[Na+].S([O-])([O-])(=O)=S.[Na+].[Na+]. The catalyst is C(Cl)Cl. The product is [Br:23][C:24]1[CH:29]=[CH:28][C:27]([NH:30][C:31]2[C:39]([C:40](=[O:46])[CH2:41][O:42][CH2:43][O:44][CH3:45])=[C:38]3[N:34]([CH2:35][CH2:36][CH2:37]3)[C:33](=[O:47])[C:32]=2[F:48])=[C:26]([F:49])[CH:25]=1. The yield is 0.628. (6) The reactants are [OH-].[Na+].C[O:4][C:5]([C:7]1[CH:11]=[C:10]([C:12]2[CH:17]=[N:16][C:15]([NH:18][C:19]([O:21][C:22]([CH3:25])([CH3:24])[CH3:23])=[O:20])=[CH:14][N:13]=2)[N:9]([C:26]2[N:27]=[N:28][C:29]([O:32][CH3:33])=[CH:30][CH:31]=2)[N:8]=1)=[O:6].Cl.O. The catalyst is O1CCCC1.CO. The product is [C:22]([O:21][C:19]([NH:18][C:15]1[N:16]=[CH:17][C:12]([C:10]2[N:9]([C:26]3[N:27]=[N:28][C:29]([O:32][CH3:33])=[CH:30][CH:31]=3)[N:8]=[C:7]([C:5]([OH:6])=[O:4])[CH:11]=2)=[N:13][CH:14]=1)=[O:20])([CH3:25])([CH3:23])[CH3:24]. The yield is 0.860. (7) The reactants are [NH2:1][C:2]1[C:11]2[C:6](=[C:7](Br)[CH:8]=[CH:9][CH:10]=2)[N:5]=[N:4][C:3]=1[C:13]([NH:15][CH2:16][CH2:17][CH3:18])=[O:14].[F:19][C:20]1[CH:25]=[C:24]([O:26][CH3:27])[C:23]([F:28])=[CH:22][C:21]=1B(O)O. No catalyst specified. The product is [NH2:1][C:2]1[C:11]2[C:6](=[C:7]([C:21]3[CH:22]=[C:23]([F:28])[C:24]([O:26][CH3:27])=[CH:25][C:20]=3[F:19])[CH:8]=[CH:9][CH:10]=2)[N:5]=[N:4][C:3]=1[C:13]([NH:15][CH2:16][CH2:17][CH3:18])=[O:14]. The yield is 0.670. (8) The reactants are [OH:1][C:2]1[CH:3]=[C:4]([CH:8]=[CH:9][N:10]=1)[C:5]([OH:7])=[O:6].S(Cl)(Cl)=O.[CH3:15]O. No catalyst specified. The product is [OH:1][C:2]1[CH:3]=[C:4]([CH:8]=[CH:9][N:10]=1)[C:5]([O:7][CH3:15])=[O:6]. The yield is 0.780. (9) The reactants are [NH2:1][C:2]1[C:11]2[C:6](=[CH:7][CH:8]=[CH:9][CH:10]=2)[CH:5]=[CH:4][C:3]=1[C:12]([OH:21])([C:17]([F:20])([F:19])[F:18])[C:13]([F:16])([F:15])[F:14].[C:22]1([CH3:31])[CH:27]=[CH:26][CH:25]=[C:24]([C:28](Cl)=[O:29])[CH:23]=1. No catalyst specified. The product is [CH3:31][C:22]1[CH:23]=[C:24]([CH:25]=[CH:26][CH:27]=1)[C:28]([NH:1][C:2]1[C:11]2[C:6](=[CH:7][CH:8]=[CH:9][CH:10]=2)[CH:5]=[CH:4][C:3]=1[C:12]([OH:21])([C:13]([F:14])([F:15])[F:16])[C:17]([F:18])([F:19])[F:20])=[O:29]. The yield is 0.140. (10) The reactants are C([O:3][C:4]([C@@H:6]1[C@@H:8]([C:9](=[O:37])[NH:10][C@@H:11]([CH2:31][C:32]2[N:33]=[CH:34][S:35][CH:36]=2)[C:12](=[O:30])[NH:13][CH2:14][C:15]2[N:16]=[N:17][N:18]([C:20]3[CH:25]=[CH:24][C:23]([S:26](=[O:29])(=[O:28])[NH2:27])=[CH:22][CH:21]=3)[CH:19]=2)[O:7]1)=[O:5])C.[Li+].[OH-]. No catalyst specified. The product is [O:30]=[C:12]([NH:13][CH2:14][C:15]1[N:16]=[N:17][N:18]([C:20]2[CH:25]=[CH:24][C:23]([S:26](=[O:28])(=[O:29])[NH2:27])=[CH:22][CH:21]=2)[CH:19]=1)[C@@H:11]([NH:10][C:9]([C@H:8]1[O:7][C@@H:6]1[C:4]([OH:5])=[O:3])=[O:37])[CH2:31][C:32]1[N:33]=[CH:34][S:35][CH:36]=1. The yield is 0.451.